This data is from Forward reaction prediction with 1.9M reactions from USPTO patents (1976-2016). The task is: Predict the product of the given reaction. (1) Given the reactants [CH3:1][C@@H:2]1[C:8]2[CH:9]=[C:10]([C:13]([O:15][CH2:16][CH3:17])=[O:14])[CH:11]=[CH:12][C:7]=2[O:6][CH2:5][CH2:4][N:3]1C(OC(C)(C)C)=O.C(O)(C(F)(F)F)=O, predict the reaction product. The product is: [CH3:1][C@@H:2]1[C:8]2[CH:9]=[C:10]([C:13]([O:15][CH2:16][CH3:17])=[O:14])[CH:11]=[CH:12][C:7]=2[O:6][CH2:5][CH2:4][NH:3]1. (2) Given the reactants [CH3:1][O:2][C:3]1[CH:8]=[CH:7][CH:6]=[CH:5][C:4]=1[C:9]1[C:17]2[C:12](=[CH:13][CH:14]=[C:15]([Cl:18])[CH:16]=2)CC=1.C(#N)C.I([O-])(=O)(=O)=[O:23].[Na+].F[C:29](F)(F)[C:30]([OH:32])=[O:31], predict the reaction product. The product is: [Cl:18][C:15]1[CH:14]=[CH:13][C:12]([CH2:29][C:30]([OH:32])=[O:31])=[C:17]([C:9](=[O:23])[C:4]2[CH:5]=[CH:6][CH:7]=[CH:8][C:3]=2[O:2][CH3:1])[CH:16]=1. (3) Given the reactants [OH:1][N:2]=[C:3]([NH2:10])[C:4]1[CH:9]=[CH:8][CH:7]=[N:6][CH:5]=1.[F:11][C:12]1[CH:13]=[C:14]([CH:18]=[C:19]([F:22])[C:20]=1[F:21])[C:15](O)=O.N, predict the reaction product. The product is: [F:11][C:12]1[CH:13]=[C:14]([C:15]2[O:1][N:2]=[C:3]([C:4]3[CH:5]=[N:6][CH:7]=[CH:8][CH:9]=3)[N:10]=2)[CH:18]=[C:19]([F:22])[C:20]=1[F:21]. (4) Given the reactants [C:1]([O:7][C:8]1[CH:17]=[C:16]2[C:11]([C:12](=[O:24])[C:13]([C:18]3[CH:23]=[CH:22][CH:21]=[CH:20][CH:19]=3)=[CH:14][O:15]2)=[C:10]([OH:25])[CH:9]=1)(=[O:6])[C:2]([CH3:5])([CH3:4])[CH3:3], predict the reaction product. The product is: [C:18]1([CH:13]2[C:12](=[O:24])[C:11]3[C:16](=[CH:17][C:8]([O:7][C:1](=[O:6])[C:2]([CH3:4])([CH3:3])[CH3:5])=[CH:9][C:10]=3[OH:25])[O:15][CH2:14]2)[CH:19]=[CH:20][CH:21]=[CH:22][CH:23]=1. (5) Given the reactants [C:1]([C:3]1[CH:8]=[CH:7][C:6]([N:9]2[C:13](=[O:14])[C:12]([CH3:16])([CH3:15])[N:11]([CH2:17][C:18]3[CH:23]=[CH:22][CH:21]=[CH:20][C:19]=3[NH:24]C(=O)OC(C)(C)C)[C:10]2=[O:32])=[CH:5][C:4]=1[C:33]([F:36])([F:35])[F:34])#[N:2].[ClH:37], predict the reaction product. The product is: [ClH:37].[NH2:24][C:19]1[CH:20]=[CH:21][CH:22]=[CH:23][C:18]=1[CH2:17][N:11]1[C:12]([CH3:15])([CH3:16])[C:13](=[O:14])[N:9]([C:6]2[CH:7]=[CH:8][C:3]([C:1]#[N:2])=[C:4]([C:33]([F:36])([F:35])[F:34])[CH:5]=2)[C:10]1=[O:32]. (6) Given the reactants [Cl:1][C:2]1[CH:3]=[C:4]2[N:11]=[C:10]([O:12][C@H:13]3[C@H:17]4[O:18][CH2:19][C@@H:20]([OH:21])[C@H:16]4[O:15][CH2:14]3)[N:9]([CH2:22][O:23][CH2:24][CH2:25][Si:26]([CH3:29])([CH3:28])[CH3:27])[C:5]2=[N:6][C:7]=1I.[CH3:30][N:31]([CH3:51])[S:32]([CH3:50])(=[N:34][C:35]1[CH:40]=[CH:39][C:38](B2OC(C)(C)C(C)(C)O2)=[CH:37][CH:36]=1)=[O:33], predict the reaction product. The product is: [OH:21][C@H:20]1[C@H:16]2[O:15][CH2:14][C@@H:13]([O:12][C:10]3[N:9]([CH2:22][O:23][CH2:24][CH2:25][Si:26]([CH3:29])([CH3:28])[CH3:27])[C:5]4=[N:6][C:7]([C:38]5[CH:37]=[CH:36][C:35]([N:34]=[S:32]([CH3:50])([N:31]([CH3:30])[CH3:51])=[O:33])=[CH:40][CH:39]=5)=[C:2]([Cl:1])[CH:3]=[C:4]4[N:11]=3)[C@H:17]2[O:18][CH2:19]1. (7) The product is: [Br:15][C:16]1[N:17]=[C:18]([N:12]2[CH:13]=[C:9]([C:6]3[CH:5]=[CH:4][C:3]([CH3:14])=[CH:8][CH:7]=3)[N:10]=[CH:11]2)[C:19]2[N:20]([CH:22]=[CH:23][N:24]=2)[CH:21]=1. Given the reactants [H-].[Na+].[C:3]1([CH3:14])[CH:8]=[CH:7][C:6]([C:9]2[N:10]=[CH:11][NH:12][CH:13]=2)=[CH:5][CH:4]=1.[Br:15][C:16]1[N:17]=[C:18](Br)[C:19]2[N:20]([CH:22]=[CH:23][N:24]=2)[CH:21]=1.O, predict the reaction product. (8) Given the reactants [Cl:1][C:2]1[CH:3]=[CH:4][C:5]([C@@:8]([NH:27][C:28](=[O:39])OC2C=CC([N+]([O-])=O)=CC=2)([C:16]2[CH:21]=[C:20]([C:22]([F:25])([F:24])[F:23])[CH:19]=[C:18]([F:26])[CH:17]=2)[CH2:9][C:10]2[CH:15]=[CH:14][CH:13]=[CH:12][CH:11]=2)=[N:6][CH:7]=1.ClCCCl.Br.[F:45][C:46]1([F:51])[CH2:50][CH2:49][NH:48][CH2:47]1, predict the reaction product. The product is: [Cl:1][C:2]1[CH:3]=[CH:4][C:5]([C@@:8]([NH:27][C:28]([N:48]2[CH2:49][CH2:50][C:46]([F:51])([F:45])[CH2:47]2)=[O:39])([C:16]2[CH:21]=[C:20]([C:22]([F:25])([F:24])[F:23])[CH:19]=[C:18]([F:26])[CH:17]=2)[CH2:9][C:10]2[CH:11]=[CH:12][CH:13]=[CH:14][CH:15]=2)=[N:6][CH:7]=1. (9) Given the reactants [F:1][C:2]1[CH:3]=[CH:4][CH:5]=[C:6]2[C:10]=1[NH:9][N:8]=[C:7]2[CH:11]([CH3:13])[CH3:12].C(=O)([O-])[O-].[Na+].[Na+].N1C=CC=CC=1.[CH:26]([Si:29]([C:36]#[CH:37])([CH:33]([CH3:35])[CH3:34])[CH:30]([CH3:32])[CH3:31])([CH3:28])[CH3:27], predict the reaction product. The product is: [F:1][C:2]1[CH:3]=[CH:4][CH:5]=[C:6]2[C:10]=1[N:9]([C:37]#[C:36][Si:29]([CH:26]([CH3:28])[CH3:27])([CH:33]([CH3:35])[CH3:34])[CH:30]([CH3:32])[CH3:31])[N:8]=[C:7]2[CH:11]([CH3:13])[CH3:12]. (10) Given the reactants [CH2:1]([N:3]1[CH2:8][CH2:7][N:6]([C:9]2[C:18]3[C:13](=[CH:14][CH:15]=[CH:16][CH:17]=3)[CH:12]=[C:11](Br)[N:10]=2)[CH2:5][CH2:4]1)[CH3:2].[C:20]([C:23]1[CH:28]=[CH:27][CH:26]=[CH:25][CH:24]=1)(=[O:22])[CH3:21].C(O[K])(C)(C)C.O, predict the reaction product. The product is: [CH2:1]([N:3]1[CH2:8][CH2:7][N:6]([C:9]2[C:18]3[C:13](=[CH:14][CH:15]=[CH:16][CH:17]=3)[CH:12]=[C:11]([CH2:21][C:20]([C:23]3[CH:28]=[CH:27][CH:26]=[CH:25][CH:24]=3)=[O:22])[N:10]=2)[CH2:5][CH2:4]1)[CH3:2].